This data is from Catalyst prediction with 721,799 reactions and 888 catalyst types from USPTO. The task is: Predict which catalyst facilitates the given reaction. (1) Reactant: [C:1]([O:5][C:6]([NH:8][CH:9]1[CH2:14][CH2:13][NH:12][CH2:11][CH2:10]1)=[O:7])([CH3:4])([CH3:3])[CH3:2].C(N(CC)CC)C.Br[CH2:23][C:24]([O:26][CH2:27][CH3:28])=[O:25]. Product: [C:1]([O:5][C:6]([NH:8][CH:9]1[CH2:10][CH2:11][N:12]([CH2:23][C:24]([O:26][CH2:27][CH3:28])=[O:25])[CH2:13][CH2:14]1)=[O:7])([CH3:4])([CH3:2])[CH3:3]. The catalyst class is: 4. (2) Reactant: [C-]#N.[K+].C1N2CC[N:6](CC2)[CH2:5]1.[Br:12][C:13]1[C:14]([N:20]([CH:29]2[CH2:33][CH2:32][CH:31]([CH3:34])[CH2:30]2)[NH:21][C:22]([O:24][C:25]([CH3:28])([CH3:27])[CH3:26])=[O:23])=[N:15][C:16](Cl)=[N:17][CH:18]=1. Product: [Br:12][C:13]1[C:14]([N:20]([CH:29]2[CH2:33][CH2:32][CH:31]([CH3:34])[CH2:30]2)[NH:21][C:22]([O:24][C:25]([CH3:28])([CH3:27])[CH3:26])=[O:23])=[N:15][C:16]([C:5]#[N:6])=[N:17][CH:18]=1. The catalyst class is: 58. (3) Reactant: [O:1]1[CH2:6][CH2:5][N:4]([CH2:7][CH2:8][O:9][C:10]2[CH:15]=[CH:14][C:13]([C:16]3[CH:17]=[CH:18][C:19]([CH2:22][C:23]([NH:25][CH2:26][C:27]4[CH:32]=[CH:31][CH:30]=[CH:29][CH:28]=4)=[O:24])=[N:20][CH:21]=3)=[CH:12][CH:11]=2)[CH2:3][CH2:2]1.[CH3:33][S:34]([OH:37])(=[O:36])=[O:35]. Product: [S:34]([OH:37])(=[O:36])(=[O:35])[CH3:33].[O:1]1[CH2:2][CH2:3][N:4]([CH2:7][CH2:8][O:9][C:10]2[CH:11]=[CH:12][C:13]([C:16]3[CH:17]=[CH:18][C:19]([CH2:22][C:23]([NH:25][CH2:26][C:27]4[CH:32]=[CH:31][CH:30]=[CH:29][CH:28]=4)=[O:24])=[N:20][CH:21]=3)=[CH:14][CH:15]=2)[CH2:5][CH2:6]1. The catalyst class is: 21. (4) Reactant: P(Br)(Br)[Br:2].CN(C)[CH:7]=[O:8].[Cl:10][C:11]1[CH:20]=[C:19]2[C:14]([CH2:15][CH2:16][C:17](=O)[CH2:18]2)=[CH:13][CH:12]=1.C(=O)(O)[O-].[Na+]. Product: [Br:2][C:17]1[CH2:16][CH2:15][C:14]2[C:19](=[CH:20][C:11]([Cl:10])=[CH:12][CH:13]=2)[C:18]=1[CH:7]=[O:8]. The catalyst class is: 22. (5) Reactant: Cl.F[CH2:3][C:4]([C:8]1[O:12][N:11]=[C:10]([NH:13][C:14](=[O:38])[NH:15][C:16]2[CH:21]=[CH:20][C:19]([NH:22][C:23](=[O:37])[C:24]3[CH:29]=[CH:28][C:27]([O:30][CH:31]4[CH2:36][CH2:35][NH:34][CH2:33][CH2:32]4)=[CH:26][N:25]=3)=[CH:18][CH:17]=2)[CH:9]=1)([CH3:7])[CH2:5]F.[O:39]1[CH2:42]C(=O)[CH2:40]1. Product: [C:4]([C:8]1[O:12][N:11]=[C:10]([NH:13][C:14](=[O:38])[NH:15][C:16]2[CH:17]=[CH:18][C:19]([NH:22][C:23](=[O:37])[C:24]3[CH:29]=[CH:28][C:27]([O:30][CH:31]4[CH2:32][CH2:33][N:34]([CH:35]5[CH2:42][O:39][CH2:40]5)[CH2:36]4)=[CH:26][N:25]=3)=[CH:20][CH:21]=2)[CH:9]=1)([CH3:3])([CH3:7])[CH3:5]. The catalyst class is: 21. (6) Reactant: [OH:1][C:2]1[CH:7]=[CH:6][C:5]([C:8]2[CH:9]=[C:10]3[C:15](=[CH:16][CH:17]=2)[N:14]=[C:13]([C:18]([O:20][CH3:21])=[O:19])[CH:12]=[CH:11]3)=[CH:4][CH:3]=1.C1(P(C2C=CC=CC=2)C2C=CC=CC=2)C=CC=CC=1.[Cl:41][C:42]1[CH:47]=[CH:46][CH:45]=[C:44]([Cl:48])[C:43]=1[C:49]1[C:53]([CH2:54]O)=[C:52]([C@@H:56]([CH3:59])[CH2:57][CH3:58])[O:51][N:50]=1.N(C(OC(C)C)=O)=NC(OC(C)C)=O. Product: [Cl:48][C:44]1[CH:45]=[CH:46][CH:47]=[C:42]([Cl:41])[C:43]=1[C:49]1[C:53]([CH2:54][O:1][C:2]2[CH:7]=[CH:6][C:5]([C:8]3[CH:9]=[C:10]4[C:15](=[CH:16][CH:17]=3)[N:14]=[C:13]([C:18]([O:20][CH3:21])=[O:19])[CH:12]=[CH:11]4)=[CH:4][CH:3]=2)=[C:52]([C@@H:56]([CH3:59])[CH2:57][CH3:58])[O:51][N:50]=1. The catalyst class is: 4. (7) Reactant: Cl.[CH2:2]([O:4][C:5](=[O:8])[CH2:6][NH2:7])[CH3:3].C(N(CC)CC)C.[Cl:16][C:17]1[CH:26]=[C:25]2[C:20]([C:21]([C:43]3[CH:48]=[CH:47][CH:46]=[C:45]([CH:49]=O)[CH:44]=3)=[C:22]([CH2:28][C:29]([NH:31][C:32]3[CH:37]=[CH:36][C:35]([F:38])=[CH:34][C:33]=3[C:39]([F:42])([F:41])[F:40])=[O:30])[C:23](=[O:27])[O:24]2)=[CH:19][C:18]=1[CH3:51]. Product: [Cl:16][C:17]1[CH:26]=[C:25]2[C:20]([C:21]([C:43]3[CH:44]=[C:45]([CH:46]=[CH:47][CH:48]=3)[CH2:49][NH:7][CH2:6][C:5]([O:4][CH2:2][CH3:3])=[O:8])=[C:22]([CH2:28][C:29]([NH:31][C:32]3[CH:37]=[CH:36][C:35]([F:38])=[CH:34][C:33]=3[C:39]([F:41])([F:42])[F:40])=[O:30])[C:23](=[O:27])[O:24]2)=[CH:19][C:18]=1[CH3:51]. The catalyst class is: 4. (8) Reactant: [O:1]([CH2:8][CH2:9][CH2:10][C:11]1[O:15][N:14]=[C:13]([C:16]([OH:18])=O)[CH:12]=1)[C:2]1[CH:7]=[CH:6][CH:5]=[CH:4][CH:3]=1.Cl.[O:20]1[CH2:24][CH2:23][CH:22]([CH2:25][NH2:26])[CH2:21]1.C(N(CC)CC)C.ON1C2C=CC=CC=2N=N1.Cl.C(N=C=NCCCN(C)C)C. Product: [O:20]1[CH2:24][CH2:23][CH:22]([CH2:25][NH:26][C:16]([C:13]2[CH:12]=[C:11]([CH2:10][CH2:9][CH2:8][O:1][C:2]3[CH:3]=[CH:4][CH:5]=[CH:6][CH:7]=3)[O:15][N:14]=2)=[O:18])[CH2:21]1. The catalyst class is: 22.